From a dataset of Full USPTO retrosynthesis dataset with 1.9M reactions from patents (1976-2016). Predict the reactants needed to synthesize the given product. Given the product [CH2:3]([O:5][C:6]([C:8]1[C:9](=[O:20])[N:10]([CH2:22][CH2:23][CH:24]([CH3:26])[CH3:25])[N:11]=[C:12]([CH2:15][C:16]([CH3:19])([CH3:18])[CH3:17])[C:13]=1[OH:14])=[O:7])[CH3:4], predict the reactants needed to synthesize it. The reactants are: [H-].[Na+].[CH2:3]([O:5][C:6]([C:8]1[C:9](=[O:20])[NH:10][N:11]=[C:12]([CH2:15][C:16]([CH3:19])([CH3:18])[CH3:17])[C:13]=1[OH:14])=[O:7])[CH3:4].Br[CH2:22][CH2:23][CH:24]([CH3:26])[CH3:25].Cl.